This data is from Forward reaction prediction with 1.9M reactions from USPTO patents (1976-2016). The task is: Predict the product of the given reaction. (1) Given the reactants Cl[C:2]1(Cl)[C:5](=[O:6])[CH2:4][CH:3]1[CH2:7][C:8]([O:10][C:11]([CH3:14])([CH3:13])[CH3:12])=[O:9].[NH4+].[Cl-], predict the reaction product. The product is: [O:6]=[C:5]1[CH2:2][CH:3]([CH2:7][C:8]([O:10][C:11]([CH3:14])([CH3:13])[CH3:12])=[O:9])[CH2:4]1. (2) Given the reactants [Cl:1][C:2]1[CH:7]=[C:6]([O:8][C:9]2[CH:14]=[CH:13][C:12]([Cl:15])=[CH:11][CH:10]=2)[CH:5]=[CH:4][C:3]=1[C:16](=[O:23])[CH2:17][N:18]1[CH:22]=[N:21][CH:20]=[N:19]1.[C:24]([Mg]Br)#[C:25][CH3:26], predict the reaction product. The product is: [Cl:1][C:2]1[CH:7]=[C:6]([O:8][C:9]2[CH:10]=[CH:11][C:12]([Cl:15])=[CH:13][CH:14]=2)[CH:5]=[CH:4][C:3]=1[C:16]([OH:23])([C:24]#[C:25][CH3:26])[CH2:17][N:18]1[CH:22]=[N:21][CH:20]=[N:19]1. (3) Given the reactants C[O:2][C:3](=[O:17])[C:4]1[C:5](=[C:10]([CH3:16])[CH:11]=[C:12]([O:14][CH3:15])[CH:13]=1)[C:6]([O:8][CH3:9])=[O:7].[OH-].[Na+].Cl.CCOC(C)=O, predict the reaction product. The product is: [CH3:9][O:8][C:6](=[O:7])[C:5]1[C:4](=[CH:13][C:12]([O:14][CH3:15])=[CH:11][C:10]=1[CH3:16])[C:3]([OH:17])=[O:2]. (4) Given the reactants O1CCCC1.[Cl:6][C:7]1[CH:8]=[CH:9][C:10]([N:37]2[CH:41]=[N:40][N:39]=[N:38]2)=[C:11]([C:13]2[CH:21]=[C:20]3[N:16]([C@H:17]([C:22]4[NH:23][C:24]([C:27]5[CH:28]=[C:29]([C:32](OC)=[O:33])[S:30][CH:31]=5)=[CH:25][N:26]=4)[CH2:18][CH2:19]3)[C:15](=[O:36])[CH:14]=2)[CH:12]=1.[H-].C([Al+]CC(C)C)C(C)C.C(C(C(C([O-])=O)O)O)([O-])=O.[Na+].[K+], predict the reaction product. The product is: [Cl:6][C:7]1[CH:8]=[CH:9][C:10]([N:37]2[CH:41]=[N:40][N:39]=[N:38]2)=[C:11]([C:13]2[CH:21]=[C:20]3[N:16]([C@H:17]([C:22]4[NH:23][C:24]([C:27]5[CH:28]=[C:29]([CH2:32][OH:33])[S:30][CH:31]=5)=[CH:25][N:26]=4)[CH2:18][CH2:19]3)[C:15](=[O:36])[CH:14]=2)[CH:12]=1. (5) Given the reactants [CH3:1][O:2][CH2:3][CH2:4][CH2:5][CH2:6][N:7]1[C:12]2[CH:13]=[C:14]([C:21](O)=[O:22])[C:15]([C:17]([F:20])([F:19])[F:18])=[CH:16][C:11]=2[O:10][C:9]([CH3:25])([CH3:24])[C:8]1=[O:26].[NH2:27][C@@H:28]1[C@@H:33]([C:34]2[CH:39]=[CH:38][CH:37]=[CH:36][CH:35]=2)[CH2:32][CH2:31][N:30]([C:40]([O:42][C:43]([CH3:46])([CH3:45])[CH3:44])=[O:41])[CH2:29]1, predict the reaction product. The product is: [CH3:1][O:2][CH2:3][CH2:4][CH2:5][CH2:6][N:7]1[C:12]2[CH:13]=[C:14]([C:21]([NH:27][C@@H:28]3[C@@H:33]([C:34]4[CH:39]=[CH:38][CH:37]=[CH:36][CH:35]=4)[CH2:32][CH2:31][N:30]([C:40]([O:42][C:43]([CH3:46])([CH3:45])[CH3:44])=[O:41])[CH2:29]3)=[O:22])[C:15]([C:17]([F:19])([F:18])[F:20])=[CH:16][C:11]=2[O:10][C:9]([CH3:25])([CH3:24])[C:8]1=[O:26]. (6) Given the reactants C(O[C:6](=O)[NH:7][CH2:8][C:9]([N:11]1[CH2:15][CH2:14][CH2:13][CH:12]1[C:16]#[N:17])=[O:10])(C)(C)C.FC(F)(F)C(O)=O.C(N(CC)CC)C.[C:33]([O:36][CH:37]1[CH2:44][CH:43]2[CH:39]([CH2:40]C(=O)[CH2:42]2)[CH2:38]1)(=[O:35])[CH3:34].C(O[BH-](OC(=O)C)OC(=O)C)(=O)C.[Na+], predict the reaction product. The product is: [C:33]([O:36][CH:37]1[CH2:44][CH:43]2[CH:39]([CH2:40][CH:6]([NH:7][CH2:8][C:9]([N:11]3[CH2:15][CH2:14][CH2:13][CH:12]3[C:16]#[N:17])=[O:10])[CH2:42]2)[CH2:38]1)(=[O:35])[CH3:34]. (7) Given the reactants [CH2:1]=[CH:2]C(NCCO)=O.O1[CH2:14][CH2:13][CH2:12][CH2:11][CH:10]1[O:15][CH2:16][CH2:17][OH:18], predict the reaction product. The product is: [CH2:10]([O:15][CH2:16][CH2:17][OH:18])[C:11]1[CH:2]=[CH:1][CH:14]=[CH:13][CH:12]=1.